Predict the reaction yield, written as a fraction of the theoretical maximum amount of product (1.0 means a 100% yield; for example, 0.34 means a 34% yield). From a dataset of Reaction yield outcomes from USPTO patents with 853,638 reactions. The reactants are C[O:2][C:3](=O)[CH:4]=[CH:5][CH:6]=[CH:7][CH2:8][S:9]([C:11]1[CH:16]=[CH:15][C:14]([Cl:17])=[CH:13][CH:12]=1)=[O:10].[NH2:19][OH:20].[OH-].[K+].CO. The catalyst is C1COCC1. The product is [OH:20][NH:19][C:3](=[O:2])[CH:4]=[CH:5][CH:6]=[CH:7][CH2:8][S:9]([C:11]1[CH:16]=[CH:15][C:14]([Cl:17])=[CH:13][CH:12]=1)=[O:10]. The yield is 0.560.